Dataset: Catalyst prediction with 721,799 reactions and 888 catalyst types from USPTO. Task: Predict which catalyst facilitates the given reaction. (1) Reactant: F[C:2](F)(F)[C:3]([O-])=O.[C:8]([C:11]1[C:19]2[CH2:18][CH2:17][NH2+:16][CH2:15][C:14]=2[S:13][C:12]=1[NH:20][C:21](=[O:29])[C:22]1[CH:27]=[CH:26][CH:25]=[CH:24][C:23]=1[Cl:28])(=[O:10])[NH2:9].C(=O)C.C(O[BH-](OC(=O)C)OC(=O)C)(=O)C.[Na+]. Product: [Cl:28][C:23]1[CH:24]=[CH:25][CH:26]=[CH:27][C:22]=1[C:21]([NH:20][C:12]1[S:13][C:14]2[CH2:15][N:16]([CH2:2][CH3:3])[CH2:17][CH2:18][C:19]=2[C:11]=1[C:8]([NH2:9])=[O:10])=[O:29]. The catalyst class is: 417. (2) Reactant: [CH2:1]([O:8][C:9]([N:11]1[CH2:15][CH2:14][CH2:13][CH:12]1[C:16](=[O:31])[NH:17][C:18]1[S:19][CH:20]=[C:21]([C:23]2[CH:28]=[CH:27][C:26]([C:29]#[N:30])=[CH:25][CH:24]=2)[N:22]=1)=[O:10])[C:2]1[CH:7]=[CH:6][CH:5]=[CH:4][CH:3]=1.[BH4-].[Na+]. Product: [CH2:1]([O:8][C:9]([N:11]1[CH2:15][CH2:14][CH2:13][CH:12]1[C:16](=[O:31])[NH:17][C:18]1[S:19][CH:20]=[C:21]([C:23]2[CH:28]=[CH:27][C:26]([CH2:29][NH2:30])=[CH:25][CH:24]=2)[N:22]=1)=[O:10])[C:2]1[CH:7]=[CH:6][CH:5]=[CH:4][CH:3]=1. The catalyst class is: 14.